Dataset: NCI-60 drug combinations with 297,098 pairs across 59 cell lines. Task: Regression. Given two drug SMILES strings and cell line genomic features, predict the synergy score measuring deviation from expected non-interaction effect. (1) Drug 2: C1C(C(OC1N2C=NC3=C2NC=NCC3O)CO)O. Drug 1: C1=CC(=CC=C1C#N)C(C2=CC=C(C=C2)C#N)N3C=NC=N3. Synergy scores: CSS=-0.285, Synergy_ZIP=1.07, Synergy_Bliss=1.94, Synergy_Loewe=0.230, Synergy_HSA=0.611. Cell line: NCI-H322M. (2) Drug 1: CC1OCC2C(O1)C(C(C(O2)OC3C4COC(=O)C4C(C5=CC6=C(C=C35)OCO6)C7=CC(=C(C(=C7)OC)O)OC)O)O. Cell line: IGROV1. Drug 2: CCC1=C2CN3C(=CC4=C(C3=O)COC(=O)C4(CC)O)C2=NC5=C1C=C(C=C5)O. Synergy scores: CSS=39.3, Synergy_ZIP=-13.6, Synergy_Bliss=-3.08, Synergy_Loewe=2.02, Synergy_HSA=3.71. (3) Drug 1: CC1=C(C=C(C=C1)C(=O)NC2=CC(=CC(=C2)C(F)(F)F)N3C=C(N=C3)C)NC4=NC=CC(=N4)C5=CN=CC=C5. Drug 2: CCCCC(=O)OCC(=O)C1(CC(C2=C(C1)C(=C3C(=C2O)C(=O)C4=C(C3=O)C=CC=C4OC)O)OC5CC(C(C(O5)C)O)NC(=O)C(F)(F)F)O. Cell line: SK-MEL-5. Synergy scores: CSS=50.6, Synergy_ZIP=-0.424, Synergy_Bliss=0.427, Synergy_Loewe=-1.90, Synergy_HSA=1.44. (4) Drug 1: C1=CC(=CC=C1CCC2=CNC3=C2C(=O)NC(=N3)N)C(=O)NC(CCC(=O)O)C(=O)O. Drug 2: CC1=C(C=C(C=C1)NC(=O)C2=CC=C(C=C2)CN3CCN(CC3)C)NC4=NC=CC(=N4)C5=CN=CC=C5. Cell line: MALME-3M. Synergy scores: CSS=16.4, Synergy_ZIP=2.99, Synergy_Bliss=8.32, Synergy_Loewe=-0.0141, Synergy_HSA=6.09.